The task is: Binary Classification. Given a miRNA mature sequence and a target amino acid sequence, predict their likelihood of interaction.. This data is from Experimentally validated miRNA-target interactions with 360,000+ pairs, plus equal number of negative samples. (1) The miRNA is hsa-miR-429 with sequence UAAUACUGUCUGGUAAAACCGU. The protein sequence of the target gene is MSHRTSSTFRAERSFHSSSSSSSSSTSSSASRALPAQDPPMEKALSMFSDDFGSFMRPHSEPLAFPARPGGAGNIKTLGDAYEFAVDVRDFSPEDIIVTTSNNHIEVRAEKLAADGTVMNTFAHKCQLPEDVDPTSVTSALREDGSLTIRARRHPHTEHVQQTFRTEIKI. Result: 0 (no interaction). (2) Result: 0 (no interaction). The protein sequence of the target gene is MARGQQKIQSQQKNAKKQAGQKKKQGHDQKAAAKAALIYTCTVCRTQMPDPKTFKQHFESKHPKTPLPPELADVQA. The miRNA is cel-miR-64-5p with sequence UAUGACACUGAAGCGUUACCGAA. (3) The miRNA is mmu-miR-345-3p with sequence CCUGAACUAGGGGUCUGGAGAC. The protein sequence of the target gene is MDFEDDYVHSTCRGAYQDFNGMDRDYGPGSYGGLDRDYGHGSYGGQRSMDSYLNQSYGMDNHSGGGGGSRFGPYESYDSRSSLGGRDLYRSGYGFNEPEQTRFGGSYGGRFESSYRNSLDSFGGRNQGGSSWEAPYSRSKLRPGFMEDRGRENYSSYSSFSSPHMKPAPVGSRGRGTPAYPESTFGSRSYDAFGGPSTGRGRGRGHMGDFGSFHRPGIIVDYQNKPANVTIATARGIKRKMMQIFIKPGGAFIKKPKLAKPMDKMNLSKSPTKTDPKNEEEEKRRIEARREKQRRRREKN.... Result: 0 (no interaction). (4) The miRNA is hsa-miR-8072 with sequence GGCGGCGGGGAGGUAGGCAG. The protein sequence of the target gene is MDGSGEQLGSGGPTSSEQIMKTGAFLLQGFIQDRAGRMAGETPELTLEQPPQDASTKKLSECLRRIGDELDSNMELQRMIADVDTDSPREVFFRVAADMFADGNFNWGRVVALFYFASKLVLKALCTKVPELIRTIMGWTLDFLRERLLVWIQDQGGWEGLLSYFGTPTWQTVTIFVAGVLTASLTIWKKMG. Result: 0 (no interaction). (5) The protein sequence of the target gene is MDSVAFEDVAVNFTQEEWALLSPSQKNLYRDVTLETFRNLASVGIQWKDQDIENLYQNLGIKLRSLVERLCGRKEGNEHRETFSQIPDCHLNKKSQTGVKPCKCSVCGKVFLRHSFLDRHMRAHAGHKRSECGGEWRETPRKQKQHGKASISPSSGARRTVTPTRKRPYECKVCGKAFNSPNLFQIHQRTHTGKRSYKCREIVRAFTVSSFFRKHGKMHTGEKRYECKYCGKPIDYPSLFQIHVRTHTGEKPYKCKQCGKAFISAGYLRTHEIRSHALEKSHQCQECGKKLSCSSSLHRH.... Result: 1 (interaction). The miRNA is hsa-miR-548as-3p with sequence UAAAACCCACAAUUAUGUUUGU. (6) The miRNA is hsa-miR-6888-3p with sequence AUCUGUCUCGAUUGUUUCCAG. The protein sequence of the target gene is MSELLDLSFLSEEEKDLILSVLQRDEEVRKADEKRIRRLKNELLEIKRKGAKRGSQHYSDRTCARCQESLGRLSPKTNTCRGCNHLVCRDCRIQESNGTWRCKVCAKEIELKKATGDWFYDQKVNRFAYRTGSEIIRMSLRHKPAVSKRETVGQSLLHQTQMGDIWPGRKIIQERQKEPSVLFEVPKLKSGKSALEAESESLDSFTADSDSTSRRDSLDKSGLFPEWKKMSAPKSQVEKETQPGGQNVVFVDEGEMIFKKNTRKILRPSEYTKSVIDLRPEDVVHESGSLGDRSKSVPGL.... Result: 1 (interaction). (7) The protein sequence of the target gene is MRSLRKKREKPRPEQWKGLPGPPRAPEPEDVAVPGGVDLLTLPQLCFPGGVCVATEPKEDCVHFLVLTDVCGNRTYGVVAQYYRPLHDEYCFYNGKTHRECPGCFVPFAVCVVSRFPYYNSLKDCLSCLLALLKPCKDFEVDSHIKDFAAKLSLIPSPPPGPLHLVFNMKSLQIVLPARADPESPILDLDLHLPLLCFRPEKVLQILTCILTEQRIVFFSSDWALLTLVTECFMAYLYPLQWQHPFVPILSDQMLDFVMAPTSFLMGCHLDHFEEVSKEADGLVLINIDHGSITYSKSTD.... The miRNA is hsa-miR-335-5p with sequence UCAAGAGCAAUAACGAAAAAUGU. Result: 1 (interaction).